From a dataset of NCI-60 drug combinations with 297,098 pairs across 59 cell lines. Regression. Given two drug SMILES strings and cell line genomic features, predict the synergy score measuring deviation from expected non-interaction effect. Drug 1: CC12CCC(CC1=CCC3C2CCC4(C3CC=C4C5=CN=CC=C5)C)O. Drug 2: C1C(C(OC1N2C=NC(=NC2=O)N)CO)O. Cell line: UO-31. Synergy scores: CSS=16.7, Synergy_ZIP=-0.801, Synergy_Bliss=3.93, Synergy_Loewe=2.60, Synergy_HSA=6.03.